From a dataset of Reaction yield outcomes from USPTO patents with 853,638 reactions. Predict the reaction yield, written as a fraction of the theoretical maximum amount of product (1.0 means a 100% yield; for example, 0.34 means a 34% yield). (1) The reactants are [Cl:1][C:2]1[N:10]=[C:9]([Cl:11])[CH:8]=[CH:7][C:3]=1[C:4](Cl)=[O:5].[Al+3].[Cl-].[Cl-].[Cl-].[C:16]([Cl:19])([Cl:18])=[CH2:17].Cl. The catalyst is C(Cl)Cl. The product is [Cl:18][C:16]([Cl:19])=[CH:17][C:4]([C:3]1[C:2]([Cl:1])=[N:10][C:9]([Cl:11])=[CH:8][CH:7]=1)=[O:5]. The yield is 0.680. (2) The reactants are [CH2:1]([C@:3]12[C:16]3[C:11](=[CH:12][C:13]([OH:17])=[CH:14][CH:15]=3)[CH2:10][CH2:9][C@@H:8]1[CH2:7][C@@:6]([OH:24])([C:18]1[CH:19]=[N:20][CH:21]=[CH:22][CH:23]=1)[C:5](=[O:25])[CH2:4]2)[CH3:2].[CH3:26][Li].[I-].[Li+]. The catalyst is O1CCCC1. The product is [CH2:1]([C@:3]12[C:16]3[C:11](=[CH:12][C:13]([OH:17])=[CH:14][CH:15]=3)[CH2:10][CH2:9][C@@H:8]1[CH2:7][C@:6]([C:18]1[CH:19]=[N:20][CH:21]=[CH:22][CH:23]=1)([OH:24])[C@:5]([CH3:26])([OH:25])[CH2:4]2)[CH3:2]. The yield is 0.0600. (3) The reactants are [C:1]1([CH:7]([CH2:11][CH:12]([CH3:14])[CH3:13])[C:8]([NH2:10])=O)[CH:6]=[CH:5][CH:4]=[CH:3][CH:2]=1.COC1C=CC(C(C)CN)=CC=1. No catalyst specified. The product is [C:1]1([CH:7]([CH2:11][CH:12]([CH3:14])[CH3:13])[CH2:8][NH2:10])[CH:6]=[CH:5][CH:4]=[CH:3][CH:2]=1. The yield is 0.510. (4) The reactants are [CH:1](=[O:10])[CH:2]=[CH:3][C:4]1[CH:9]=[CH:8][CH:7]=[CH:6][CH:5]=1.C(C1C(=O)C(Cl)=C(Cl)C(=O)C=1C#N)#N.[CH2:25]([OH:33])[CH2:26][CH2:27][CH2:28][CH2:29][CH2:30][CH2:31][CH3:32].O.[O-2].[O-2].[O-2].O=[Si]=O.O=[Si]=O.O=[Si]=O.O=[Si]=O.[Al+3].[Al+3]. The catalyst is O1CCOCC1. The product is [C:1]([O:33][CH2:25][CH2:26][CH2:27][CH2:28][CH2:29][CH2:30][CH2:31][CH3:32])(=[O:10])[CH:2]=[CH:3][C:4]1[CH:9]=[CH:8][CH:7]=[CH:6][CH:5]=1. The yield is 0.860. (5) The reactants are [CH2:1]([N:3]([CH2:51][CH3:52])[C@H:4]([C:45]1[CH:50]=[CH:49][CH:48]=[CH:47][CH:46]=1)[C:5]([N:7]1[CH2:11][CH2:10][CH2:9][C@H:8]1[C:12]([NH:14][C:15]1[CH:20]=[CH:19][C:18]([CH2:21][N:22]([C:38]2[CH:43]=[CH:42][C:41]([F:44])=[CH:40][CH:39]=2)[CH2:23][C:24]2[CH:29]=[CH:28][C:27]([NH:30][C:31]([C@@H:33]3[CH2:37][CH2:36][CH2:35][NH:34]3)=[O:32])=[CH:26][CH:25]=2)=[CH:17][CH:16]=1)=[O:13])=[O:6])[CH3:2].[CH3:53][O:54][C:55]([NH:57][C@@H:58]([C@H:62]1[CH2:66][CH2:65][O:64][CH2:63]1)[C:59](O)=[O:60])=[O:56]. No catalyst specified. The product is [CH2:51]([N:3]([CH2:1][CH3:2])[C@H:4]([C:45]1[CH:50]=[CH:49][CH:48]=[CH:47][CH:46]=1)[C:5]([N:7]1[CH2:11][CH2:10][CH2:9][C@H:8]1[C:12]([NH:14][C:15]1[CH:16]=[CH:17][C:18]([CH2:21][N:22]([CH2:23][C:24]2[CH:29]=[CH:28][C:27]([NH:30][C:31]([C@@H:33]3[CH2:37][CH2:36][CH2:35][N:34]3[C:59](=[O:60])[C@@H:58]([NH:57][C:55](=[O:56])[O:54][CH3:53])[C@H:62]3[CH2:66][CH2:65][O:64][CH2:63]3)=[O:32])=[CH:26][CH:25]=2)[C:38]2[CH:39]=[CH:40][C:41]([F:44])=[CH:42][CH:43]=2)=[CH:19][CH:20]=1)=[O:13])=[O:6])[CH3:52]. The yield is 0.620.